This data is from Reaction yield outcomes from USPTO patents with 853,638 reactions. The task is: Predict the reaction yield, written as a fraction of the theoretical maximum amount of product (1.0 means a 100% yield; for example, 0.34 means a 34% yield). (1) The product is [OH:1][NH:4][C:7]([C:9]1[CH:17]=[C:16]2[C:12]([CH:13]=[CH:14][N:15]2[CH2:18][C:19]2[CH:24]=[CH:23][C:22]([O:25][CH:26]([F:28])[F:27])=[CH:21][CH:20]=2)=[CH:11][CH:10]=1)=[O:6]. The catalyst is C1COCC1.CO.O. The reactants are [OH-:1].[Na+].O[NH2:4].C[O:6][C:7]([C:9]1[CH:17]=[C:16]2[C:12]([CH:13]=[CH:14][N:15]2[CH2:18][C:19]2[CH:24]=[CH:23][C:22]([O:25][CH:26]([F:28])[F:27])=[CH:21][CH:20]=2)=[CH:11][CH:10]=1)=O. The yield is 0.750. (2) The reactants are [CH3:1][C:2]1([CH3:20])[C:11]2[C:6](=[CH:7][CH:8]=[C:9]([CH3:12])[CH:10]=2)[NH:5][CH:4]([C:13]2[CH:14]=[C:15]([NH2:19])[CH:16]=[CH:17][CH:18]=2)[CH2:3]1.N1C=CC=CC=1.[CH2:27]([S:29](Cl)(=[O:31])=[O:30])[CH3:28]. The catalyst is ClCCl. The product is [CH3:1][C:2]1([CH3:20])[C:11]2[C:6](=[CH:7][CH:8]=[C:9]([CH3:12])[CH:10]=2)[NH:5][CH:4]([C:13]2[CH:14]=[C:15]([NH:19][S:29]([CH2:27][CH3:28])(=[O:31])=[O:30])[CH:16]=[CH:17][CH:18]=2)[CH2:3]1. The yield is 0.370. (3) The reactants are [OH:1][N:2]=[C:3]([C:9]1[N:13]([CH3:14])[CH:12]=[N:11][CH:10]=1)[C:4]1[CH:8]=[CH:7][S:6][CH:5]=1.Br[CH2:16][C:17]1[N:22]=[C:21]([N:23]2[C:31](=[O:32])[C:30]3[C:25](=[CH:26][CH:27]=[CH:28][CH:29]=3)[C:24]2=[O:33])[CH:20]=[CH:19][CH:18]=1.C(=O)([O-])[O-].[Cs+].[Cs+].[I-].[K+]. The catalyst is C(#N)C. The product is [CH3:14][N:13]1[C:9]([C:3](=[N:2][O:1][CH2:16][C:17]2[N:22]=[C:21]([N:23]3[C:24](=[O:33])[C:25]4[C:30](=[CH:29][CH:28]=[CH:27][CH:26]=4)[C:31]3=[O:32])[CH:20]=[CH:19][CH:18]=2)[C:4]2[CH:8]=[CH:7][S:6][CH:5]=2)=[CH:10][N:11]=[CH:12]1. The yield is 0.620. (4) The reactants are C(O)=O.[Cl:4][C:5]1[C:13]([CH3:14])=[N:12][C:11]2[N:7]([N:8]=[C:9]3[CH2:17][N:16]([C:18]([C:20]4[CH:25]=[CH:24][C:23]([F:26])=[CH:22][C:21]=4[O:27][C@H:28]4[CH2:32][CH2:31][NH:30][CH2:29]4)=[O:19])[CH2:15][C:10]3=2)[C:6]=1[CH3:33].[O:34]1[CH2:39][CH2:38][C:37](=O)[CH2:36][CH2:35]1.C(O[BH-](OC(=O)C)OC(=O)C)(=O)C.[Na+]. The catalyst is ClCCCl.C(Cl)Cl. The product is [Cl:4][C:5]1[C:13]([CH3:14])=[N:12][C:11]2[N:7]([N:8]=[C:9]3[CH2:17][N:16]([C:18]([C:20]4[CH:25]=[CH:24][C:23]([F:26])=[CH:22][C:21]=4[O:27][C@H:28]4[CH2:32][CH2:31][N:30]([CH:37]5[CH2:38][CH2:39][O:34][CH2:35][CH2:36]5)[CH2:29]4)=[O:19])[CH2:15][C:10]3=2)[C:6]=1[CH3:33]. The yield is 0.560. (5) The reactants are CO[C:3](=[O:24])[C:4]1[CH:9]=[CH:8][C:7]([O:10][CH2:11][C:12]2[C:13]([C:18]3[CH:23]=[CH:22][CH:21]=[CH:20][CH:19]=3)=[N:14][O:15][C:16]=2[CH3:17])=[N:6][CH:5]=1.[NH:25]1[CH2:31][CH2:30][CH2:29][C@@H:26]1[CH2:27][OH:28]. No catalyst specified. The product is [OH:28][CH2:27][C@H:26]1[CH2:29][CH2:30][CH2:31][N:25]1[C:3]([C:4]1[CH:5]=[N:6][C:7]([O:10][CH2:11][C:12]2[C:13]([C:18]3[CH:19]=[CH:20][CH:21]=[CH:22][CH:23]=3)=[N:14][O:15][C:16]=2[CH3:17])=[CH:8][CH:9]=1)=[O:24]. The yield is 0.960. (6) The reactants are [CH2:1]([N:8]1[CH2:12][CH2:11][CH2:10][C:9]1=O)[C:2]1[CH:7]=[CH:6][CH:5]=[CH:4][CH:3]=1.P(Cl)(Cl)(Cl)=O.[Sn](Cl)(Cl)(Cl)Cl.[C:24](#[N:32])[C:25]1[C:26](=[CH:28][CH:29]=[CH:30][CH:31]=1)[NH2:27].[OH-].[Na+]. The catalyst is O1CCCC1.C(Cl)(Cl)Cl. The product is [CH2:1]([N:8]1[CH2:12][CH2:11][CH2:10][C:9]1=[N:27][C:26]1[CH:28]=[CH:29][CH:30]=[CH:31][C:25]=1[C:24]#[N:32])[C:2]1[CH:7]=[CH:6][CH:5]=[CH:4][CH:3]=1. The yield is 0.910. (7) The reactants are N#N.[SH:3][CH2:4][CH2:5][CH2:6][Si:7]([O:14][CH2:15][CH3:16])([O:11][CH2:12][CH3:13])[O:8][CH2:9][CH3:10].C(N(CC)CC)C.[C:24](Cl)(=[O:32])[CH2:25][CH2:26][CH2:27][CH2:28][CH2:29][CH2:30][CH3:31]. The catalyst is CCCCCC. The product is [C:24]([S:3][CH2:4][CH2:5][CH2:6][Si:7]([O:14][CH2:15][CH3:16])([O:8][CH2:9][CH3:10])[O:11][CH2:12][CH3:13])(=[O:32])[CH2:25][CH2:26][CH2:27][CH2:28][CH2:29][CH2:30][CH3:31]. The yield is 0.870. (8) The reactants are [O:1]1[CH2:6][CH2:5][CH:4]([C:7]([O:9][CH2:10][CH3:11])=[O:8])[CH2:3][CH2:2]1.[Li+].[CH3:13]C([N-]C(C)C)C.CI. The catalyst is O1CCCC1. The product is [CH3:13][C:4]1([C:7]([O:9][CH2:10][CH3:11])=[O:8])[CH2:5][CH2:6][O:1][CH2:2][CH2:3]1. The yield is 0.920. (9) The reactants are [CH2:1]([C:3]([C:13]1[CH:18]=[CH:17][C:16]([OH:19])=[C:15]([CH3:20])[CH:14]=1)([C:6]1[CH:7]=[C:8]([CH3:12])[CH:9]=[CH:10][CH:11]=1)[CH2:4][CH3:5])[CH3:2].[O:21](S(C(F)(F)F)(=O)=O)[S:22]([C:25]([F:28])([F:27])[F:26])(=O)=[O:23].CCN(CC)CC.C([O-])(O)=O.[Na+]. The catalyst is C(Cl)Cl. The product is [CH2:1]([C:3]([C:13]1[CH:18]=[CH:17][C:16]([O:19][S:22]([C:25]([F:28])([F:27])[F:26])(=[O:23])=[O:21])=[C:15]([CH3:20])[CH:14]=1)([C:6]1[CH:7]=[C:8]([CH3:12])[CH:9]=[CH:10][CH:11]=1)[CH2:4][CH3:5])[CH3:2]. The yield is 0.690.